Dataset: Full USPTO retrosynthesis dataset with 1.9M reactions from patents (1976-2016). Task: Predict the reactants needed to synthesize the given product. (1) Given the product [C:1]([O:5][C:6](=[O:7])[NH:8][C@:9]1([C:14]([NH:45][S:44]([C:40]2[CH:41]=[CH:42][CH:43]=[C:38]([C:37](=[O:48])[NH:36][CH2:29][CH2:30][CH2:31][CH2:32][CH2:33][CH:34]=[CH2:35])[CH:39]=2)(=[O:46])=[O:47])=[O:16])[CH2:11][C@H:10]1[CH:12]=[CH2:13])([CH3:2])([CH3:3])[CH3:4], predict the reactants needed to synthesize it. The reactants are: [C:1]([O:5][C:6]([NH:8][C@:9]1([C:14]([OH:16])=O)[CH2:11][C@H:10]1[CH:12]=[CH2:13])=[O:7])([CH3:4])([CH3:3])[CH3:2].C1N=CN(C(N2C=NC=C2)=O)C=1.[CH2:29]([NH:36][C:37](=[O:48])[C:38]1[CH:43]=[CH:42][CH:41]=[C:40]([S:44](=[O:47])(=[O:46])[NH2:45])[CH:39]=1)[CH2:30][CH2:31][CH2:32][CH2:33][CH:34]=[CH2:35].C1CCN2C(=NCCC2)CC1. (2) Given the product [O:1]1[C:5]2[CH:6]=[CH:7][C:8]([NH:10][C:11]3[C:16]([C:17]#[N:18])=[C:15]([O:19][CH2:20][C:21]4[CH:26]=[CH:25][CH:24]=[CH:23][CH:22]=4)[N:14]=[C:13]([NH:46][C@H:47]([CH2:48][CH:49]([CH3:51])[CH3:50])[C:52]([NH2:54])=[O:53])[N:12]=3)=[CH:9][C:4]=2[CH2:3][O:2]1, predict the reactants needed to synthesize it. The reactants are: [O:1]1[C:5]2[CH:6]=[CH:7][C:8]([NH:10][C:11]3[C:16]([C:17]#[N:18])=[C:15]([O:19][CH2:20][C:21]4[CH:26]=[CH:25][CH:24]=[CH:23][CH:22]=4)[N:14]=[C:13](SC)[N:12]=3)=[CH:9][C:4]=2[CH2:3][O:2]1.C1C=C(Cl)C=C(C(OO)=O)C=1.C([O-])(O)=O.[Na+].Cl.[NH2:46][C@@H:47]([C:52]([NH2:54])=[O:53])[CH2:48][CH:49]([CH3:51])[CH3:50].CCN(C(C)C)C(C)C. (3) Given the product [O:6]1[C:5]([C:7]2[CH:8]=[C:9]([OH:13])[CH:10]=[CH:11][CH:12]=2)=[CH:4][CH:3]=[N:2]1, predict the reactants needed to synthesize it. The reactants are: C[N:2](C)[CH:3]=[CH:4][C:5]([C:7]1[CH:12]=[CH:11][CH:10]=[C:9]([OH:13])[CH:8]=1)=[O:6].Cl.NO. (4) Given the product [Br:17][CH2:15][C:12]1[CH:11]=[CH:10][C:9]([N:6]2[CH2:7][CH2:8][N:3]([CH2:1][CH3:2])[CH2:4][CH2:5]2)=[N:14][CH:13]=1, predict the reactants needed to synthesize it. The reactants are: [CH2:1]([N:3]1[CH2:8][CH2:7][N:6]([C:9]2[N:14]=[CH:13][C:12]([CH2:15]O)=[CH:11][CH:10]=2)[CH2:5][CH2:4]1)[CH3:2].[Br:17]P(Br)Br. (5) Given the product [P:4]([CH2:9][CH2:10][CH2:11][CH2:12][CH2:13][CH2:14][CH2:15][CH2:16][CH2:17][CH2:18][CH2:19][C:20]([F:31])([F:32])[C:21]([F:29])([F:30])[C:22]([F:27])([F:28])[C:23]([F:24])([F:25])[F:26])([OH:6])([OH:5])=[O:3], predict the reactants needed to synthesize it. The reactants are: C([O:3][P:4]([CH2:9][CH2:10][CH2:11][CH2:12][CH2:13][CH2:14][CH2:15][CH2:16][CH2:17][CH2:18][CH2:19][C:20]([F:32])([F:31])[C:21]([F:30])([F:29])[C:22]([F:28])([F:27])[C:23]([F:26])([F:25])[F:24])([O:6]CC)=[O:5])C.Br[Si](C)(C)C. (6) The reactants are: [CH:1]1([C:6]2[NH:11][C:10](=[O:12])[C:9]([CH:13]([NH:16][C:17]([C:19]34[CH2:28][CH:23]5[CH2:24][CH:25]([CH2:27][CH:21]([CH2:22]5)[CH2:20]3)[CH2:26]4)=O)[CH2:14][CH3:15])=[N:8][N:7]=2)[CH2:5][CH2:4][CH2:3][CH2:2]1.P(Cl)(Cl)(Cl)=O. Given the product [C:19]12([C:17]3[N:8]4[C:9]([C:10](=[O:12])[NH:11][C:6]([CH:1]5[CH2:5][CH2:4][CH2:3][CH2:2]5)=[N:7]4)=[C:13]([CH2:14][CH3:15])[N:16]=3)[CH2:20][CH:21]3[CH2:22][CH:23]([CH2:24][CH:25]([CH2:27]3)[CH2:26]1)[CH2:28]2, predict the reactants needed to synthesize it. (7) Given the product [CH:1]1([C:7]2[CH:27]=[CH:26][C:10]([CH2:11][O:12]/[N:13]=[C:14](/[C:4]3[CH:5]=[CH:6][C:1]([CH2:7][N:32]4[CH2:35][CH:34]([C:36]([OH:38])=[O:37])[CH2:33]4)=[C:2]([CH2:49][CH3:51])[CH:3]=3)\[CH3:15])=[CH:9][C:8]=2[C:28]([F:29])([F:30])[F:31])[CH2:6][CH2:5][CH2:4][CH2:3][CH2:2]1, predict the reactants needed to synthesize it. The reactants are: [CH:1]1([C:7]2[CH:27]=[CH:26][C:10]([CH2:11][O:12][N:13]=[CH:14][CH2:15]C3C=CC(C=O)=C(CC)C=3)=[CH:9][C:8]=2[C:28]([F:31])([F:30])[F:29])[CH2:6][CH2:5][CH2:4][CH2:3][CH2:2]1.[NH:32]1[CH2:35][CH:34]([C:36]([OH:38])=[O:37])[CH2:33]1.[BH-](O[C:49]([CH3:51])=O)(OC(C)=O)OC(C)=O.[Na+].[OH-].[Na+]. (8) The reactants are: I[C:2]1[S:3][CH:4]=[CH:5][CH:6]=1.C([Mg]Cl)(C)C.[CH2:12]([O:19][CH:20]1[CH2:25][CH2:24][C:23]([N:28]([CH3:30])[CH3:29])(C#N)[CH2:22][CH2:21]1)[C:13]1[CH:18]=[CH:17][CH:16]=[CH:15][CH:14]=1.[Cl-].[NH4+]. Given the product [CH2:12]([O:19][CH:20]1[CH2:25][CH2:24][C:23]([N:28]([CH3:30])[CH3:29])([C:2]2[S:3][CH:4]=[CH:5][CH:6]=2)[CH2:22][CH2:21]1)[C:13]1[CH:18]=[CH:17][CH:16]=[CH:15][CH:14]=1, predict the reactants needed to synthesize it. (9) Given the product [Br:1][C:2]1[CH:3]=[N:4][C:5]2[N:6]([N:8]=[C:9]([C:11]([N:22]3[CH2:21][CH2:20][N:19]4[C:15]([CH3:14])=[N:16][N:17]=[C:18]4[CH:23]3[CH3:24])=[O:13])[CH:10]=2)[CH:7]=1, predict the reactants needed to synthesize it. The reactants are: [Br:1][C:2]1[CH:3]=[N:4][C:5]2[N:6]([N:8]=[C:9]([C:11]([OH:13])=O)[CH:10]=2)[CH:7]=1.[CH3:14][C:15]1[N:19]2[CH2:20][CH2:21][NH:22][CH:23]([CH3:24])[C:18]2=[N:17][N:16]=1. (10) Given the product [Cl:1][C:2]1[CH:7]=[CH:6][C:5]([CH:8]([C:9]([C:11]2[CH:16]=[CH:15][CH:14]=[C:13]([I:17])[C:12]=2[F:18])=[O:10])[CH2:32][CH2:31][C:30]#[N:33])=[C:4]([F:19])[CH:3]=1, predict the reactants needed to synthesize it. The reactants are: [Cl:1][C:2]1[CH:7]=[CH:6][C:5]([CH2:8][C:9]([C:11]2[CH:16]=[CH:15][CH:14]=[C:13]([I:17])[C:12]=2[F:18])=[O:10])=[C:4]([F:19])[CH:3]=1.[Li+].C[Si]([N-][Si](C)(C)C)(C)C.[C:30](#[N:33])[CH:31]=[CH2:32].